This data is from Forward reaction prediction with 1.9M reactions from USPTO patents (1976-2016). The task is: Predict the product of the given reaction. (1) Given the reactants [Cl:1][C:2]1[CH:21]=[C:20]([OH:22])[CH:19]=[C:18]([Cl:23])[C:3]=1[CH2:4][C@@H:5]1[CH2:9][CH2:8][N:7]([N:10]2[CH2:15][CH2:14][CH:13]([OH:16])[CH2:12][CH2:11]2)[C:6]1=[O:17].[F:24][C:25]([F:38])([F:37])[S:26](O[S:26]([C:25]([F:38])([F:37])[F:24])(=[O:28])=[O:27])(=[O:28])=[O:27], predict the reaction product. The product is: [Cl:23][C:18]1[CH:19]=[C:20]([O:22][S:26]([C:25]([F:38])([F:37])[F:24])(=[O:28])=[O:27])[CH:21]=[C:2]([Cl:1])[C:3]=1[CH2:4][C@@H:5]1[CH2:9][CH2:8][N:7]([N:10]2[CH2:15][CH2:14][CH:13]([OH:16])[CH2:12][CH2:11]2)[C:6]1=[O:17]. (2) Given the reactants [C:1]([Cl:6])(=O)[C:2](Cl)=[O:3].[OH:7][C:8]1[C:9]([CH3:43])=[C:10]([CH:36]=[CH:37][C:38]=1[C:39](=[O:42])[CH2:40][CH3:41])[O:11][CH2:12][C:13]1[CH:18]=[CH:17][C:16]([CH:19]([O:29][CH:30]2[CH2:35][CH2:34][CH2:33][CH2:32][O:31]2)[C:20]2[CH:21]=[C:22]([CH:26]=[CH:27][CH:28]=2)C(O)=O)=[CH:15][CH:14]=1.[N+](=C)=[N-], predict the reaction product. The product is: [Cl:6][CH2:1][C:2]([C:22]1[CH:21]=[C:20]([CH:19]([O:29][CH:30]2[CH2:35][CH2:34][CH2:33][CH2:32][O:31]2)[C:16]2[CH:15]=[CH:14][C:13]([CH2:12][O:11][C:10]3[CH:36]=[CH:37][C:38]([C:39](=[O:42])[CH2:40][CH3:41])=[C:8]([OH:7])[C:9]=3[CH3:43])=[CH:18][CH:17]=2)[CH:28]=[CH:27][CH:26]=1)=[O:3]. (3) Given the reactants C(N1C=CN=C1)(N1C=CN=C1)=O.[CH3:13][O:14][C:15]1[CH:16]=[C:17]2[C:21](=[CH:22][CH:23]=1)[NH:20][CH:19]=[C:18]2[CH2:24][C:25]([OH:27])=O.C1COCC1.[N+:33]([C:36]1[CH:41]=[CH:40][C:39]([N:42]2[CH2:47][CH2:46][NH:45][CH2:44][CH2:43]2)=[CH:38][CH:37]=1)([O-:35])=[O:34], predict the reaction product. The product is: [CH3:13][O:14][C:15]1[CH:16]=[C:17]2[C:21](=[CH:22][CH:23]=1)[NH:20][CH:19]=[C:18]2[CH2:24][C:25]([N:45]1[CH2:46][CH2:47][N:42]([C:39]2[CH:38]=[CH:37][C:36]([N+:33]([O-:35])=[O:34])=[CH:41][CH:40]=2)[CH2:43][CH2:44]1)=[O:27]. (4) The product is: [CH3:29][C:17]1[CH:16]=[C:15]([NH:14][C:12]2[N:11]=[CH:10][N:9]=[C:8]3[NH:7][N:6]=[C:5]([O:4][CH2:3][CH2:2][N:34]4[CH2:35][CH2:36][CH:31]([OH:30])[CH2:32][CH2:33]4)[C:13]=23)[CH:20]=[CH:19][C:18]=1[O:21][CH2:22][C:23]1[CH:28]=[CH:27][CH:26]=[CH:25][N:24]=1. Given the reactants Cl[CH2:2][CH2:3][O:4][C:5]1[C:13]2[C:8](=[N:9][CH:10]=[N:11][C:12]=2[NH:14][C:15]2[CH:20]=[CH:19][C:18]([O:21][CH2:22][C:23]3[CH:28]=[CH:27][CH:26]=[CH:25][N:24]=3)=[C:17]([CH3:29])[CH:16]=2)[NH:7][N:6]=1.[OH:30][CH:31]1[CH2:36][CH2:35][NH:34][CH2:33][CH2:32]1, predict the reaction product. (5) Given the reactants Cl.[CH2:2]([C:4]1[S:24][C:7]2[N:8]=[C:9]([S:18][CH2:19][C:20]([O:22][CH3:23])=[O:21])[N:10]=[C:11]([N:12]3[CH2:17][CH2:16][NH:15][CH2:14][CH2:13]3)[C:6]=2[CH:5]=1)[CH3:3].C(N(C(C)C)CC)(C)C.[C:34]1([CH3:43])[CH:39]=[CH:38][CH:37]=[C:36]([C:40](Cl)=[O:41])[CH:35]=1, predict the reaction product. The product is: [CH2:2]([C:4]1[S:24][C:7]2[N:8]=[C:9]([S:18][CH2:19][C:20]([O:22][CH3:23])=[O:21])[N:10]=[C:11]([N:12]3[CH2:17][CH2:16][N:15]([C:40](=[O:41])[C:36]4[CH:37]=[CH:38][CH:39]=[C:34]([CH3:43])[CH:35]=4)[CH2:14][CH2:13]3)[C:6]=2[CH:5]=1)[CH3:3]. (6) The product is: [CH:25]([C:10]1[CH:11]=[CH:12][C:4]([OH:3])=[C:5]([CH:9]=1)[C:6]([NH2:7])=[O:8])=[O:26].[CH3:1][C:2]1([CH3:13])[NH:7][C:6](=[O:8])[C:5]2[CH:9]=[CH:10][CH:11]=[CH:12][C:4]=2[O:3]1. Given the reactants [CH3:1][C:2]1([CH3:13])[NH:7][C:6](=[O:8])[C:5]2[CH:9]=[CH:10][CH:11]=[CH:12][C:4]=2[O:3]1.[B][B][B][B][B][B][B][B][B][B].C(O)[CH2:25][O:26]CCOCCO, predict the reaction product. (7) Given the reactants Br[C:2]1[C:3]([F:23])=[CH:4][C:5]2[O:11][CH2:10][CH2:9][N:8]3[C:12]([C:18]([NH:20][CH3:21])=[O:19])=[C:13]([C:15]([NH2:17])=[O:16])[N:14]=[C:7]3[C:6]=2[CH:22]=1.[CH3:24][C:25]1[O:29][N:28]=[C:27]([C@:30]([OH:34])([C:32]#[CH:33])[CH3:31])[CH:26]=1, predict the reaction product. The product is: [F:23][C:3]1[C:2]([C:33]#[C:32][C@@:30]([OH:34])([C:27]2[CH:26]=[C:25]([CH3:24])[O:29][N:28]=2)[CH3:31])=[CH:22][C:6]2[C:7]3[N:8]([C:12]([C:18]([NH:20][CH3:21])=[O:19])=[C:13]([C:15]([NH2:17])=[O:16])[N:14]=3)[CH2:9][CH2:10][O:11][C:5]=2[CH:4]=1.